From a dataset of Full USPTO retrosynthesis dataset with 1.9M reactions from patents (1976-2016). Predict the reactants needed to synthesize the given product. (1) Given the product [C:1]([NH:4][C@:5]1([C@@H:60]([CH2:62][CH3:63])[CH3:61])[CH2:9][CH2:8][N:7]([C@@H:10]([CH2:51][CH2:52][C:142]2[CH:147]=[CH:146][CH:145]=[CH:144][CH:143]=2)[C:11]([NH:13][C@@H:14]([CH2:42][C:43]2[CH:48]=[C:47]([F:49])[CH:46]=[C:45]([F:50])[CH:44]=2)[C@H:15]([OH:16])[C@H:17]2[CH2:21][C@@H:20]([O:22][C:86]3[CH:87]=[N:88][CH:89]=[CH:90][CH:91]=3)[CH2:19][NH:18]2)=[O:12])[C:6]1=[O:59])(=[O:3])[CH3:2], predict the reactants needed to synthesize it. The reactants are: [C:1]([NH:4][C@:5]1([C@@H:60]([CH2:62][CH3:63])[CH3:61])[CH2:9][CH2:8][N:7]([C@@H:10]([CH2:51][CH2:52]C2C=CC=CC=2)[C:11]([NH:13][C@@H:14]([CH2:42][C:43]2[CH:48]=[C:47]([F:49])[CH:46]=[C:45]([F:50])[CH:44]=2)[C@@H:15]([C@H:17]2[CH2:21][C@H:20]([O:22]C3C=CC=CN=3)[CH2:19][N:18]2C(C2C=CC=CC=2)C2C=CC=CC=2)[OH:16])=[O:12])[C:6]1=[O:59])(=[O:3])[CH3:2].C(N[C@]1([C@@H](CC)C)CCN([C@@H](CCC2C=CC=CC=2)C(N[C@@H](CC2C=C(F)C=C(F)C=2)[C@@H]([C@H]2C[C@@H](O[C:86]3[CH:87]=[N:88][CH:89]=[CH:90][CH:91]=3)CN2C(C2C=CC=CC=2)C2C=CC=CC=2)O)=O)C1=O)(=O)C.C(N[C@]1([C@@H](CC)C)CCN([C@@H](CC[C:142]2[CH:147]=[CH:146][CH:145]=[CH:144][CH:143]=2)C(O)=O)C1=O)(=O)C.CN(C(ON1N=NC2C=CC=NC1=2)=[N+](C)C)C.F[P-](F)(F)(F)(F)F.N[C@@H](CC1C=C(F)C=C(F)C=1)[C@@H]([C@H]1C[C@H](OC2C=CC=CN=2)CN1C(C1C=CC=CC=1)C1C=CC=CC=1)O.CN1CCOCC1. (2) Given the product [CH3:1][N:2]1[C:6]([NH:7][C:16]([N:38]2[CH2:39][CH2:40][N:35]([C:32]3[S:33][CH:34]=[C:30]([C:24]4[CH:29]=[CH:28][CH:27]=[CH:26][CH:25]=4)[N:31]=3)[CH2:36][CH2:37]2)=[O:18])=[CH:5][CH:4]=[N:3]1, predict the reactants needed to synthesize it. The reactants are: [CH3:1][N:2]1[C:6]([N:7]([C:16]([O:18]CC(Cl)(Cl)Cl)=O)C(OCC(Cl)(Cl)Cl)=O)=[CH:5][CH:4]=[N:3]1.[C:24]1([C:30]2[N:31]=[C:32]([N:35]3[CH2:40][CH2:39][NH:38][CH2:37][CH2:36]3)[S:33][CH:34]=2)[CH:29]=[CH:28][CH:27]=[CH:26][CH:25]=1.C(N(C(C)C)CC)(C)C.CS(C)=O.